Dataset: Reaction yield outcomes from USPTO patents with 853,638 reactions. Task: Predict the reaction yield, written as a fraction of the theoretical maximum amount of product (1.0 means a 100% yield; for example, 0.34 means a 34% yield). (1) The reactants are [F:1][C:2]1[C:3]([C:9]2[N:10]([CH:15]([CH3:17])[CH3:16])[C:11]([CH3:14])=[N:12][CH:13]=2)=[N:4][C:5]([NH2:8])=[N:6][CH:7]=1.I[C:19]1[CH:29]=[CH:28][C:22]([C:23]([O:25][CH2:26][CH3:27])=[O:24])=[CH:21][CH:20]=1.CC1(C)C2C(=C(P(C3C=CC=CC=3)C3C=CC=CC=3)C=CC=2)OC2C(P(C3C=CC=CC=3)C3C=CC=CC=3)=CC=CC1=2.C(=O)([O-])[O-].[Cs+].[Cs+]. The catalyst is O1CCOCC1.C([O-])(=O)C.[Pd+2].C([O-])(=O)C. The product is [F:1][C:2]1[C:3]([C:9]2[N:10]([CH:15]([CH3:17])[CH3:16])[C:11]([CH3:14])=[N:12][CH:13]=2)=[N:4][C:5]([NH:8][C:19]2[CH:29]=[CH:28][C:22]([C:23]([O:25][CH2:26][CH3:27])=[O:24])=[CH:21][CH:20]=2)=[N:6][CH:7]=1. The yield is 0.320. (2) The reactants are O[CH:2]([C:28]1[C:37]2[C:32](=[CH:33][C:34]([O:38][CH3:39])=[CH:35][CH:36]=2)[N:31]=[CH:30][CH:29]=1)[C:3]1[CH:8]=[CH:7][C:6]([NH:9][C:10]([C:12]2[C:13](=[O:27])[N:14]([C:21]3[CH:26]=[CH:25][CH:24]=[CH:23][CH:22]=3)[N:15]([CH2:18][CH2:19][CH3:20])[C:16]=2[CH3:17])=[O:11])=[CH:5][CH:4]=1. The catalyst is C(O)=O.C(OCC)(=O)C.[Zn]. The product is [CH3:39][O:38][C:34]1[CH:33]=[C:32]2[C:37]([C:28]([CH2:2][C:3]3[CH:4]=[CH:5][C:6]([NH:9][C:10]([C:12]4[C:13](=[O:27])[N:14]([C:21]5[CH:26]=[CH:25][CH:24]=[CH:23][CH:22]=5)[N:15]([CH2:18][CH2:19][CH3:20])[C:16]=4[CH3:17])=[O:11])=[CH:7][CH:8]=3)=[CH:29][CH:30]=[N:31]2)=[CH:36][CH:35]=1. The yield is 0.250. (3) The reactants are N#N.[CH3:3][O:4][C:5]([CH:7]1[CH2:12][CH2:11][C:10](=O)[CH2:9][CH2:8]1)=[O:6].[NH4+].[Cl-].C(Cl)Cl.C1[CH2:23][O:22][CH2:21]C1. The catalyst is CCCCCC.O. The product is [CH3:3][O:4][C:5]([CH:7]1[CH2:12][CH2:11][C:10](=[CH:21][O:22][CH3:23])[CH2:9][CH2:8]1)=[O:6]. The yield is 0.960.